From a dataset of Forward reaction prediction with 1.9M reactions from USPTO patents (1976-2016). Predict the product of the given reaction. (1) Given the reactants CO[C:3](OC)([N:6]([CH3:8])[CH3:7])[CH2:4][CH3:5].[Br:11][C:12]1[CH:17]=[CH:16][C:15]([C:18](=[O:20])[CH3:19])=[C:14]([F:21])[CH:13]=1, predict the reaction product. The product is: [Br:11][C:12]1[CH:17]=[CH:16][C:15]([C:18](=[O:20])/[CH:19]=[C:3](/[N:6]([CH3:7])[CH3:8])\[CH2:4][CH3:5])=[C:14]([F:21])[CH:13]=1. (2) Given the reactants Br[CH2:2][C:3](OC)(OC)[CH3:4].[NH2:9][C:10]1[N:19]=[CH:18][CH:17]=[CH:16][C:11]=1[C:12]([O:14][CH3:15])=[O:13], predict the reaction product. The product is: [CH3:4][C:3]1[N:9]=[C:10]2[C:11]([C:12]([O:14][CH3:15])=[O:13])=[CH:16][CH:17]=[CH:18][N:19]2[CH:2]=1. (3) Given the reactants [CH:1]1([CH2:4][O:5][C:6]2[C:11]([O:12][CH3:13])=[CH:10][CH:9]=[CH:8][C:7]=2/[CH:14]=[CH:15]/[C:16]([O:18]C2C=CC=CC=2C(=O)C)=O)[CH2:3][CH2:2]1.[OH-:28].[K+].[OH2:30].Cl, predict the reaction product. The product is: [CH:1]1([CH2:4][O:5][C:6]2[C:11]([O:12][CH3:13])=[CH:10][CH:9]=[CH:8][C:7]=2/[CH:14]=[CH:15]/[C:16](/[OH:18])=[CH:15]/[C:14]([C:7]2[CH:8]=[CH:9][CH:10]=[CH:11][C:6]=2[OH:30])=[O:28])[CH2:2][CH2:3]1. (4) Given the reactants [CH3:1][O:2][C:3]1[CH:8]=[CH:7][CH:6]=[C:5]([O:9][CH3:10])[N:4]=1.[Br:11]N1C(=O)CCC1=O, predict the reaction product. The product is: [Br:11][C:8]1[C:3]([O:2][CH3:1])=[N:4][C:5]([O:9][CH3:10])=[CH:6][CH:7]=1. (5) Given the reactants [CH2:1]([O:8][CH2:9][C:10]([O:12]C)=O)[C:2]1[CH:7]=[CH:6][CH:5]=[CH:4][CH:3]=1.[CH3:14][C:15]([CH3:17])=[O:16].CC(C)([O-])C.[Na+], predict the reaction product. The product is: [CH2:1]([O:8][CH2:9][C:10](=[O:12])[CH2:14][C:15](=[O:16])[CH3:17])[C:2]1[CH:3]=[CH:4][CH:5]=[CH:6][CH:7]=1.